This data is from Catalyst prediction with 721,799 reactions and 888 catalyst types from USPTO. The task is: Predict which catalyst facilitates the given reaction. (1) Reactant: [O:1]=[C:2]1[C:8]2=[CH:9][C:10]3[CH:11]=[CH:12][C:13]([C:16]([OH:18])=O)=[CH:14][C:15]=3[N:7]2[CH2:6][CH2:5][CH2:4][NH:3]1.F[P-](F)(F)(F)(F)F.N1(O[P+](N2CCCC2)(N2CCCC2)N2CCCC2)C2C=CC=CC=2N=N1.[C:52]([N:71]1[CH:75]=[C:74]([C:76]2[CH:77]=[C:78]([CH:80]=[CH:81][CH:82]=2)[NH2:79])[N:73]=[CH:72]1)([C:65]1[CH:70]=[CH:69][CH:68]=[CH:67][CH:66]=1)([C:59]1[CH:64]=[CH:63][CH:62]=[CH:61][CH:60]=1)[C:53]1[CH:58]=[CH:57][CH:56]=[CH:55][CH:54]=1.C(N(CC)CC)C. Product: [O:1]=[C:2]1[C:8]2=[CH:9][C:10]3[CH:11]=[CH:12][C:13]([C:16]([NH:79][C:78]4[CH:80]=[CH:81][CH:82]=[C:76]([C:74]5[N:73]=[CH:72][N:71]([C:52]([C:65]6[CH:66]=[CH:67][CH:68]=[CH:69][CH:70]=6)([C:59]6[CH:60]=[CH:61][CH:62]=[CH:63][CH:64]=6)[C:53]6[CH:58]=[CH:57][CH:56]=[CH:55][CH:54]=6)[CH:75]=5)[CH:77]=4)=[O:18])=[CH:14][C:15]=3[N:7]2[CH2:6][CH2:5][CH2:4][NH:3]1. The catalyst class is: 18. (2) Reactant: [Cl:1][C:2]1[CH:3]=[C:4]([OH:10])[C:5](=[CH:7][C:8]=1[Cl:9])[OH:6].[C:11](=O)([O-])[O-].[K+].[K+].CI. Product: [Cl:1][C:2]1[C:8]([Cl:9])=[CH:7][C:5]([OH:6])=[C:4]([O:10][CH3:11])[CH:3]=1. The catalyst class is: 42. (3) Reactant: [As:1]([C:3]1[CH:8]=[CH:7][C:6]([NH:9][C:10]([CH2:12][S:13][CH2:14][CH2:15][C:16]([NH:18][C@H:19]([C:25]([OH:27])=[O:26])[CH2:20]CC(O)=O)=[O:17])=[O:11])=[CH:5][CH:4]=1)=[O:2].SCCC(N[C@H](C([O-])=O)C[S:36](=[O:39])([OH:38])=[O:37])=O.[Na+].[Na+].SCCC(N[C@H](C([O-])=O)C[S:36](=[O:39])([OH:38])=[O:37])=O.C(=O)(O)[O-].C1(P(C2C=CC=CC=2)C2C=CC=CC=2)C=CC=CC=1. Product: [As:1]([C:3]1[CH:8]=[CH:7][C:6]([NH:9][C:10]([CH2:12][S:13][CH2:14][CH2:15][C:16]([NH:18][C@H:19]([C:25]([OH:27])=[O:26])[CH2:20][S:36](=[O:38])([OH:39])=[O:37])=[O:17])=[O:11])=[CH:5][CH:4]=1)=[O:2]. The catalyst class is: 16. (4) Reactant: [NH2:1][CH2:2][CH2:3][N:4]1[CH:9]=[C:8]([CH:10]([C:17]2[CH:22]=[CH:21][CH:20]=[CH:19][CH:18]=2)[C:11]2[CH:16]=[CH:15][CH:14]=[CH:13][CH:12]=2)[CH:7]=[CH:6][C:5]1=[O:23].[NH:24]1[C:32]2[CH:31]=[CH:30][CH:29]=[C:28]([C:33](O)=[O:34])[C:27]=2[CH:26]=[CH:25]1.C1C=CC2N(O)N=NC=2C=1.Cl. Product: [C:11]1([CH:10]([C:17]2[CH:18]=[CH:19][CH:20]=[CH:21][CH:22]=2)[C:8]2[CH:7]=[CH:6][C:5](=[O:23])[N:4]([CH2:3][CH2:2][NH:1][C:33]([C:28]3[C:27]4[CH:26]=[CH:25][NH:24][C:32]=4[CH:31]=[CH:30][CH:29]=3)=[O:34])[CH:9]=2)[CH:12]=[CH:13][CH:14]=[CH:15][CH:16]=1. The catalyst class is: 136.